Dataset: Peptide-MHC class II binding affinity with 134,281 pairs from IEDB. Task: Regression. Given a peptide amino acid sequence and an MHC pseudo amino acid sequence, predict their binding affinity value. This is MHC class II binding data. (1) The peptide sequence is SPTEFTSISSNSGNL. The MHC is H-2-IAb with pseudo-sequence H-2-IAb. The binding affinity (normalized) is 0.177. (2) The peptide sequence is KVSFEPIPIHYCAPAGFA. The MHC is DRB4_0101 with pseudo-sequence DRB4_0103. The binding affinity (normalized) is 0.636. (3) The peptide sequence is ARARRAALAAAGASR. The MHC is DRB1_0101 with pseudo-sequence DRB1_0101. The binding affinity (normalized) is 0.185. (4) The peptide sequence is VDGIIAAYQNPASWK. The MHC is HLA-DQA10102-DQB10602 with pseudo-sequence HLA-DQA10102-DQB10602. The binding affinity (normalized) is 0.461. (5) The peptide sequence is GGWWLTFGQILGLAQ. The MHC is DRB1_1501 with pseudo-sequence DRB1_1501. The binding affinity (normalized) is 0.506. (6) The peptide sequence is DIIEGPVKNVAVPLY. The MHC is HLA-DPA10201-DPB10101 with pseudo-sequence HLA-DPA10201-DPB10101. The binding affinity (normalized) is 0.245. (7) The peptide sequence is AFKPVLVDEGRKVAI. The MHC is DRB3_0301 with pseudo-sequence DRB3_0301. The binding affinity (normalized) is 0.898. (8) The peptide sequence is PKYVKQNTLKLAT. The MHC is DRB1_0802 with pseudo-sequence DRB1_0802. The binding affinity (normalized) is 0.318. (9) The peptide sequence is ISPSFLVYSFFVHDL. The MHC is DRB1_1201 with pseudo-sequence DRB1_1201. The binding affinity (normalized) is 0.472. (10) The peptide sequence is AAATAGTTVYGHFAA. The MHC is HLA-DQA10102-DQB10602 with pseudo-sequence HLA-DQA10102-DQB10602. The binding affinity (normalized) is 0.528.